Dataset: Reaction yield outcomes from USPTO patents with 853,638 reactions. Task: Predict the reaction yield, written as a fraction of the theoretical maximum amount of product (1.0 means a 100% yield; for example, 0.34 means a 34% yield). (1) The reactants are [N:1]1([C:7]([C:9]2[CH:10]=[C:11]3[C:16](=[C:17]([CH:19]4[CH2:23][CH2:22][CH2:21][NH:20]4)[CH:18]=2)[O:15][C:14]([N:24]2[CH2:29][CH2:28][O:27][CH2:26][CH2:25]2)=[CH:13][C:12]3=[O:30])=[O:8])[CH2:6][CH2:5][O:4][CH2:3][CH2:2]1.C1(C2C=CC=CC=2)C=CC=CC=1P(C1CCCCC1)C1CCCCC1.Br[C:57]1[CH:62]=[CH:61][C:60]([F:63])=[CH:59][CH:58]=1.C(=O)([O-])[O-].[Cs+].[Cs+]. The catalyst is O1CCOCC1.C(O[Pd]OC(=O)C)(=O)C. The product is [F:63][C:60]1[CH:61]=[CH:62][C:57]([N:20]2[CH2:21][CH2:22][CH2:23][CH:19]2[C:17]2[CH:18]=[C:9]([C:7]([N:1]3[CH2:6][CH2:5][O:4][CH2:3][CH2:2]3)=[O:8])[CH:10]=[C:11]3[C:16]=2[O:15][C:14]([N:24]2[CH2:25][CH2:26][O:27][CH2:28][CH2:29]2)=[CH:13][C:12]3=[O:30])=[CH:58][CH:59]=1. The yield is 0.460. (2) The reactants are [C:1]([Si:5]1([C:30]([CH3:33])([CH3:32])[CH3:31])[O:10][CH:9]2[CH:11]([OH:29])[CH:12]([N:14]3[C:18]4[N:19]=[C:20]([N:23]=[CH:24][N:25]([CH3:27])[CH3:26])[N:21]=[CH:22][C:17]=4[S:16][C:15]3=[O:28])[O:13][CH:8]2[CH2:7][O:6]1)([CH3:4])([CH3:3])[CH3:2].Cl[C:35]([O:37][CH:38]([CH3:40])[CH3:39])=[O:36]. The catalyst is C(Cl)Cl.CN(C1C=CN=CC=1)C. The product is [CH:38]([O:37][C:35](=[O:36])[O:29][CH:11]1[CH:9]2[O:10][Si:5]([C:1]([CH3:4])([CH3:3])[CH3:2])([C:30]([CH3:33])([CH3:32])[CH3:31])[O:6][CH2:7][CH:8]2[O:13][CH:12]1[N:14]1[C:18]2[N:19]=[C:20]([N:23]=[CH:24][N:25]([CH3:27])[CH3:26])[N:21]=[CH:22][C:17]=2[S:16][C:15]1=[O:28])([CH3:40])[CH3:39]. The yield is 0.510. (3) The reactants are FC(F)(F)C(O)=O.[CH3:8][O:9][C:10](=[O:30])[CH2:11][C:12]1[C:21]([CH3:22])=[C:20]([CH:23]2[CH2:28][CH2:27][NH:26][CH2:25][CH2:24]2)[C:19]2[C:14](=[CH:15][CH:16]=[C:17]([F:29])[CH:18]=2)[CH:13]=1.C(N(CC)C(C)C)(C)C.[Cl:40][C:41]1[CH:46]=[CH:45][C:44]([Cl:47])=[CH:43][C:42]=1[S:48](Cl)(=[O:50])=[O:49]. The catalyst is C(Cl)Cl. The product is [CH3:8][O:9][C:10](=[O:30])[CH2:11][C:12]1[C:21]([CH3:22])=[C:20]([CH:23]2[CH2:24][CH2:25][N:26]([S:48]([C:42]3[CH:43]=[C:44]([Cl:47])[CH:45]=[CH:46][C:41]=3[Cl:40])(=[O:50])=[O:49])[CH2:27][CH2:28]2)[C:19]2[C:14](=[CH:15][CH:16]=[C:17]([F:29])[CH:18]=2)[CH:13]=1. The yield is 0.420.